From a dataset of Forward reaction prediction with 1.9M reactions from USPTO patents (1976-2016). Predict the product of the given reaction. (1) Given the reactants [C:1]([C:3]1[CH:8]=[CH:7][C:6]([N:9]2[C:21]3[C:20]4[CH:19]=[C:18]([O:22][CH:23]([C:35]5[S:36][CH:37]=[CH:38][CH:39]=5)[CH2:24][NH:25]C(=O)OCC[Si](C)(C)C)[C:17]([O:40][CH3:41])=[CH:16][C:15]=4[N:14]=[CH:13][C:12]=3[N:11]([CH3:42])[C:10]2=[O:43])=[C:5]([F:44])[CH:4]=1)#[N:2].[F-].[Cs+], predict the reaction product. The product is: [NH2:25][CH2:24][CH:23]([C:35]1[S:36][CH:37]=[CH:38][CH:39]=1)[O:22][C:18]1[C:17]([O:40][CH3:41])=[CH:16][C:15]2[N:14]=[CH:13][C:12]3[N:11]([CH3:42])[C:10](=[O:43])[N:9]([C:6]4[CH:7]=[CH:8][C:3]([C:1]#[N:2])=[CH:4][C:5]=4[F:44])[C:21]=3[C:20]=2[CH:19]=1. (2) The product is: [Br:14][C:6]1[CH:7]=[C:2]([F:1])[C:3]([O:12][CH3:13])=[CH:4][C:5]=1[CH2:8][C:9]([OH:11])=[O:10]. Given the reactants [F:1][C:2]1[CH:7]=[CH:6][C:5]([CH2:8][C:9]([OH:11])=[O:10])=[CH:4][C:3]=1[O:12][CH3:13].[Br:14]Br.O, predict the reaction product. (3) Given the reactants [CH2:1]([C@@H:3]1[CH2:20][C:19]2[C@H:14]([CH2:15][CH2:16][C:17](=[O:21])[CH:18]=2)[C@@H:13]2[C@@H:4]1[C:5]1[C@@:9]([CH2:11][CH2:12]2)([CH3:10])[C@@H:8]([OH:22])[CH2:7][CH:6]=1)[CH3:2].[Li].N.[Cl-].[NH4+], predict the reaction product. The product is: [CH2:1]([C@@H:3]1[CH2:20][C@@H:19]2[C@H:14]([CH2:15][CH2:16][C:17](=[O:21])[CH2:18]2)[C@@H:13]2[C@@H:4]1[C:5]1[C@@:9]([CH2:11][CH2:12]2)([CH3:10])[C@@H:8]([OH:22])[CH2:7][CH:6]=1)[CH3:2]. (4) Given the reactants [CH3:1][C:2]1[CH:6]=[C:5]([CH3:7])[NH:4][C:3]=1/[CH:8]=[C:9]1\[C:10](=[O:25])[N:11]([C:18](N2C=CN=C2)=[O:19])[C:12]2[C:17]\1=[CH:16][CH:15]=[CH:14][CH:13]=2.[CH2:26]([OH:32])[C@H:27]([OH:31])[C:28]([OH:30])=[O:29].C(O)(C(F)(F)F)=O, predict the reaction product. The product is: [C:28]([CH:27]([OH:31])[CH2:26][O:32][C:18]([N:11]1[C:12]2[C:17](=[CH:16][CH:15]=[CH:14][CH:13]=2)/[C:9](=[CH:8]/[C:3]2[NH:4][C:5]([CH3:7])=[CH:6][C:2]=2[CH3:1])/[C:10]1=[O:25])=[O:19])([OH:30])=[O:29]. (5) The product is: [C:12]([C:14]1[CH:21]=[CH:20][C:17]([CH2:18][NH:1][C:2]([CH3:11])([CH3:10])[C:3]([O:5][C:6]([CH3:9])([CH3:8])[CH3:7])=[O:4])=[C:16]([F:22])[CH:15]=1)#[N:13]. Given the reactants [NH2:1][C:2]([CH3:11])([CH3:10])[C:3]([O:5][C:6]([CH3:9])([CH3:8])[CH3:7])=[O:4].[C:12]([C:14]1[CH:21]=[CH:20][C:17]([CH2:18]Br)=[C:16]([F:22])[CH:15]=1)#[N:13], predict the reaction product. (6) Given the reactants [CH3:1][S:2](Cl)(=[O:4])=[O:3].[O:6]1[CH2:11][CH2:10][CH2:9][CH:8]=[C:7]1[CH2:12][OH:13].C(N(CC)CC)C.O, predict the reaction product. The product is: [CH3:1][S:2]([O:13][CH2:12][C:7]1[O:6][CH2:11][CH2:10][CH2:9][CH:8]=1)(=[O:4])=[O:3]. (7) Given the reactants [N+:1]([C:4]1[CH:5]=[C:6]([CH:15]=[CH:16][CH:17]=1)[O:7][C:8]1[CH:9]=[CH:10][C:11]([NH2:14])=[N:12][CH:13]=1)([O-:3])=[O:2].[C:18]1([CH3:28])[CH:23]=[CH:22][C:21]([S:24](Cl)(=[O:26])=[O:25])=[CH:20][CH:19]=1.N1C=CC=CC=1, predict the reaction product. The product is: [CH3:28][C:18]1[CH:23]=[CH:22][C:21]([S:24]([NH:14][C:11]2[CH:10]=[CH:9][C:8]([O:7][C:6]3[CH:15]=[CH:16][CH:17]=[C:4]([N+:1]([O-:3])=[O:2])[CH:5]=3)=[CH:13][N:12]=2)(=[O:26])=[O:25])=[CH:20][CH:19]=1. (8) Given the reactants [F:1][C:2]1[CH:21]=[CH:20][CH:19]=[C:18]([F:22])[C:3]=1[O:4][C:5]1[CH2:9][N:8]([C@@H:10]([CH2:14][CH2:15][CH3:16])[C:11]([OH:13])=O)[C:7](=[O:17])[CH:6]=1.[CH3:23][C:24]1([CH3:36])[O:28][C@H:27]([CH2:29][N:30]2[CH:34]=[CH:33][C:32]([NH2:35])=[N:31]2)[CH2:26][O:25]1.F[P-](F)(F)(F)(F)F.N1(O[P+](N(C)C)(N(C)C)N(C)C)C2C=CC=CC=2N=N1.C(N(CC)C(C)C)(C)C, predict the reaction product. The product is: [CH3:23][C:24]1([CH3:36])[O:28][C@H:27]([CH2:29][N:30]2[CH:34]=[CH:33][C:32]([NH:35][C:11](=[O:13])[C@@H:10]([N:8]3[CH2:9][C:5]([O:4][C:3]4[C:18]([F:22])=[CH:19][CH:20]=[CH:21][C:2]=4[F:1])=[CH:6][C:7]3=[O:17])[CH2:14][CH2:15][CH3:16])=[N:31]2)[CH2:26][O:25]1.